Dataset: Blood-brain barrier permeability classification from the B3DB database. Task: Regression/Classification. Given a drug SMILES string, predict its absorption, distribution, metabolism, or excretion properties. Task type varies by dataset: regression for continuous measurements (e.g., permeability, clearance, half-life) or binary classification for categorical outcomes (e.g., BBB penetration, CYP inhibition). Dataset: b3db_classification. (1) The molecule is CC1(C)SC2C(NC(=O)C(N)c3ccccc3)C(=O)N2C1C(=O)OC1OC(=O)c2ccccc21. The result is 0 (does not penetrate BBB). (2) The compound is CC(C)Oc1ccc(OC(F)(F)F)cc1CNC1CCCNC1c1ccccc1. The result is 1 (penetrates BBB). (3) The molecule is Cc1ccc(-c2cc(C(F)(F)F)nn2-c2ccc(S(N)(=O)=O)cc2)cc1. The result is 1 (penetrates BBB). (4) The drug is COc1ccc2c(c1)N(CC(C)CN1CCC(O)CC1)c1ccccc1S2. The result is 1 (penetrates BBB). (5) The compound is CC1CC2C3CCC4=CC(=O)C=CC4(C)C3(F)C(=O)CC2(C)C1(O)C(=O)CCl. The result is 1 (penetrates BBB).